This data is from Full USPTO retrosynthesis dataset with 1.9M reactions from patents (1976-2016). The task is: Predict the reactants needed to synthesize the given product. Given the product [F:26][C:20]1[CH:21]=[C:22]([F:25])[CH:23]=[CH:24][C:19]=1[CH2:18][O:17][C:5]1[CH:4]=[C:3]([CH2:27][N:28]2[CH2:33][CH2:32][O:31][CH2:30][CH2:29]2)[C:2]([C:38]2[CH:37]=[N:36][N:35]([CH3:34])[CH:39]=2)=[CH:16][C:6]=1[C:7]([NH:9][C:10]1[C:11]([CH3:15])=[N:12][O:13][CH:14]=1)=[O:8], predict the reactants needed to synthesize it. The reactants are: Br[C:2]1[C:3]([CH2:27][N:28]2[CH2:33][CH2:32][O:31][CH2:30][CH2:29]2)=[CH:4][C:5]([O:17][CH2:18][C:19]2[CH:24]=[CH:23][C:22]([F:25])=[CH:21][C:20]=2[F:26])=[C:6]([CH:16]=1)[C:7]([NH:9][C:10]1[C:11]([CH3:15])=[N:12][O:13][CH:14]=1)=[O:8].[CH3:34][N:35]1[CH:39]=[C:38](B2OC(C)(C)C(C)(C)O2)[CH:37]=[N:36]1.C(=O)([O-])[O-].[Na+].[Na+].